From a dataset of Catalyst prediction with 721,799 reactions and 888 catalyst types from USPTO. Predict which catalyst facilitates the given reaction. (1) Reactant: [NH:1]1[CH2:6][CH2:5][CH:4]([CH2:7][OH:8])[CH2:3][CH2:2]1.C=O.[BH3-][C:12]#N.[Na+]. Product: [OH:8][CH2:7][CH:4]1[CH2:5][CH2:6][N:1]([CH3:12])[CH2:2][CH2:3]1. The catalyst class is: 23. (2) Product: [CH3:1][C:2]1[N:3]([CH:19]([C:20](=[O:22])[CH3:21])[CH3:23])[C:4]2[C:9]([C:10]=1[C:11]([O:13][C:14]([CH3:17])([CH3:16])[CH3:15])=[O:12])=[CH:8][CH:7]=[CH:6][CH:5]=2. The catalyst class is: 47. Reactant: [CH3:1][C:2]1[NH:3][C:4]2[C:9]([C:10]=1[C:11]([O:13][C:14]([CH3:17])([CH3:16])[CH3:15])=[O:12])=[CH:8][CH:7]=[CH:6][CH:5]=2.Cl[CH:19]([CH3:23])[C:20](=[O:22])[CH3:21].C(=O)([O-])[O-].[K+].[K+].[I-].[K+]. (3) Reactant: [CH3:1][C:2]1[N:7]=[C:6]([CH2:8][N:9]2C(=O)C3C(=CC=CC=3)C2=O)[CH:5]=[CH:4][CH:3]=1.O.NN. Product: [CH3:1][C:2]1[N:7]=[C:6]([CH2:8][NH2:9])[CH:5]=[CH:4][CH:3]=1. The catalyst class is: 14. (4) Reactant: [C:1]([Si:5]([C:11]([CH3:14])([CH3:13])[CH3:12])([C:7](O)([CH3:9])C)C)([CH3:4])([CH3:3])[CH3:2].[C:15]([Si:19]([C:22]([CH3:25])([CH3:24])[CH3:23])([F:21])[F:20])([CH3:18])([CH3:17])[CH3:16].[CH2:26]([O:28]C=C[Li])[CH3:27].C[Li]. Product: [C:22]([Si:19]([C:15]([CH3:18])([CH3:17])[CH3:16])([F:21])[F:20])([CH3:25])([CH3:24])[CH3:23].[C:11]([SiH:5]([C:1]([CH3:2])([CH3:3])[CH3:4])[CH2:7][C:9]([O:28][CH2:26][CH3:27])=[CH2:15])([CH3:12])([CH3:13])[CH3:14]. The catalyst class is: 1. (5) Reactant: [OH:1][C:2]1[CH:7]=[CH:6][C:5](/[CH:8]=[CH:9]\[C:10]([OH:12])=[O:11])=[CH:4][CH:3]=1.[C:13]([O-:16])([O-])=O.[K+].[K+].Cl[CH2:20][C:21]1[CH:26]=[CH:25][C:24]([O:27][CH3:28])=[CH:23][CH:22]=1. Product: [CH3:28][O:27][C:24]1[CH:25]=[CH:26][C:21]([CH2:20][O:1][C:2]2[CH:3]=[CH:4][C:5](/[CH:8]=[CH:9]\[C:10]([O:12][CH2:8][C:5]3[CH:6]=[CH:7][C:2]([O:16][CH3:13])=[CH:3][CH:4]=3)=[O:11])=[CH:6][CH:7]=2)=[CH:22][CH:23]=1. The catalyst class is: 3. (6) Reactant: C[O:2][C:3]1[CH:10]=[CH:9][C:6]([C:7]#[N:8])=[CH:5][C:4]=1[O:11][C:12]1[CH:17]=[CH:16][CH:15]=[CH:14][CH:13]=1.B(Br)(Br)Br. Product: [OH:2][C:3]1[CH:10]=[CH:9][C:6]([C:7]#[N:8])=[CH:5][C:4]=1[O:11][C:12]1[CH:13]=[CH:14][CH:15]=[CH:16][CH:17]=1. The catalyst class is: 2.